Dataset: Full USPTO retrosynthesis dataset with 1.9M reactions from patents (1976-2016). Task: Predict the reactants needed to synthesize the given product. (1) Given the product [CH3:8][O:9][C:10]1[CH:11]=[C:12]([CH2:13][CH2:14][C:15]2[CH:19]=[C:18]([NH:20][C:21](=[O:29])[C:22]3[CH:23]=[CH:24][C:25]([I:28])=[CH:26][CH:27]=3)[NH:17][N:16]=2)[CH:37]=[C:38]([O:40][CH3:41])[CH:39]=1, predict the reactants needed to synthesize it. The reactants are: FC(F)(F)C(O)=O.[CH3:8][O:9][C:10]1[CH:11]=[C:12]([CH:37]=[C:38]([O:40][CH3:41])[CH:39]=1)[CH2:13][CH2:14][C:15]1[CH:19]=[C:18]([NH:20][C:21](=[O:29])[C:22]2[CH:27]=[CH:26][C:25]([I:28])=[CH:24][CH:23]=2)[N:17](C(OC(C)(C)C)=O)[N:16]=1. (2) The reactants are: [NH:1]1[C:9]2[C:4](=[CH:5][CH:6]=[CH:7][CH:8]=2)[C:3]([CH2:10][C@H:11]([NH:30]C(=O)OC(C)(C)C)[CH2:12][O:13][C:14]2[CH:15]=[N:16][CH:17]=[C:18]([C:20]3[CH:21]=[C:22]4[C:27](=[CH:28][CH:29]=3)[CH:26]=[N:25][CH:24]=[CH:23]4)[CH:19]=2)=[CH:2]1.C(O)(C(F)(F)F)=O. Given the product [NH:1]1[C:9]2[C:4](=[CH:5][CH:6]=[CH:7][CH:8]=2)[C:3]([CH2:10][C@H:11]([NH2:30])[CH2:12][O:13][C:14]2[CH:15]=[N:16][CH:17]=[C:18]([C:20]3[CH:21]=[C:22]4[C:27](=[CH:28][CH:29]=3)[CH:26]=[N:25][CH:24]=[CH:23]4)[CH:19]=2)=[CH:2]1, predict the reactants needed to synthesize it. (3) Given the product [OH:11][B:9]1[C:8]2[CH:12]=[C:13]([O:17][C:22]3[N:27]=[CH:26][CH:25]=[CH:24][N:23]=3)[CH:14]=[C:15]([CH3:16])[C:7]=2[CH:6]([CH2:5][C:4]([OH:3])=[O:18])[O:10]1, predict the reactants needed to synthesize it. The reactants are: C([O:3][C:4](=[O:18])[CH2:5][CH:6]1[O:10][B:9]([OH:11])[C:8]2[CH:12]=[C:13]([OH:17])[CH:14]=[C:15]([CH3:16])[C:7]1=2)C.[H-].[Na+].Cl[C:22]1[N:27]=[CH:26][CH:25]=[CH:24][N:23]=1.Cl. (4) The reactants are: [OH2:1].[CH3:2][C:3]1[CH:12]=[N:11][C:10]2[C:5](=[CH:6][CH:7]=[CH:8][CH:9]=2)[N:4]=1. Given the product [N:4]1[C:5]2[C:10](=[CH:9][CH:8]=[CH:7][CH:6]=2)[N:11]=[CH:12][C:3]=1[CH:2]=[O:1], predict the reactants needed to synthesize it.